Dataset: Catalyst prediction with 721,799 reactions and 888 catalyst types from USPTO. Task: Predict which catalyst facilitates the given reaction. (1) Reactant: Cl[CH2:2][C:3]1[CH:28]=[CH:27][C:6]([C:7]([NH:9][C:10]2[S:11][C:12]3[C:18]([N:19]4[CH2:24][CH2:23][O:22][CH2:21][CH2:20]4)=[CH:17][CH:16]=[C:15]([O:25][CH3:26])[C:13]=3[N:14]=2)=[O:8])=[CH:5][CH:4]=1.[CH3:29][O-:30].[Na+]. Product: [CH3:29][O:30][CH2:2][C:3]1[CH:28]=[CH:27][C:6]([C:7]([NH:9][C:10]2[S:11][C:12]3[C:18]([N:19]4[CH2:24][CH2:23][O:22][CH2:21][CH2:20]4)=[CH:17][CH:16]=[C:15]([O:25][CH3:26])[C:13]=3[N:14]=2)=[O:8])=[CH:5][CH:4]=1. The catalyst class is: 1. (2) Reactant: [H-].[H-].[H-].[H-].[Li+].[Al+3].[CH:7]1([O:13][C:14]2[CH:24]=[CH:23][C:17]([C:18](OCC)=[O:19])=[CH:16][CH:15]=2)[CH2:12][CH2:11][CH2:10][CH2:9][CH2:8]1.[OH-].[K+]. Product: [CH:7]1([O:13][C:14]2[CH:15]=[CH:16][C:17]([CH2:18][OH:19])=[CH:23][CH:24]=2)[CH2:12][CH2:11][CH2:10][CH2:9][CH2:8]1. The catalyst class is: 6. (3) Reactant: [C:1]([C:4]1[CH:9]=[C:8]([O:10][C:11]2[C:16]([F:17])=[CH:15][C:14]([NH:18][C:19](=[O:26])[CH2:20][C:21]([O:23]CC)=[O:22])=[C:13]([F:27])[CH:12]=2)[CH:7]=[CH:6][N:5]=1)(=[O:3])[NH2:2].[OH-].[Na+].Cl. Product: [C:1]([C:4]1[CH:9]=[C:8]([O:10][C:11]2[C:16]([F:17])=[CH:15][C:14]([NH:18][C:19](=[O:26])[CH2:20][C:21]([OH:23])=[O:22])=[C:13]([F:27])[CH:12]=2)[CH:7]=[CH:6][N:5]=1)(=[O:3])[NH2:2]. The catalyst class is: 5. (4) Reactant: [CH2:1]([O:8][C:9]1[C:14](Br)=[CH:13][C:12]([CH:16]2[O:20][CH2:19][CH2:18][O:17]2)=[C:11]([CH3:21])[CH:10]=1)[C:2]1[CH:7]=[CH:6][CH:5]=[CH:4][CH:3]=1.C([Li])CCC.CCCCCC.[CH2:33]([O:40][C@@H:41]1[C@@H:47]([O:48][CH2:49][C:50]2[CH:55]=[CH:54][CH:53]=[CH:52][CH:51]=2)[C@H:46]([O:56][CH2:57][C:58]2[CH:63]=[CH:62][CH:61]=[CH:60][CH:59]=2)[C@@H:45]([CH2:64][O:65][CH2:66][C:67]2[CH:72]=[CH:71][CH:70]=[CH:69][CH:68]=2)[O:44][C:42]1=[O:43])[C:34]1[CH:39]=[CH:38][CH:37]=[CH:36][CH:35]=1.[Cl-].[NH4+]. Product: [CH2:33]([O:40][C@@H:41]1[C@@H:47]([O:48][CH2:49][C:50]2[CH:55]=[CH:54][CH:53]=[CH:52][CH:51]=2)[C@H:46]([O:56][CH2:57][C:58]2[CH:59]=[CH:60][CH:61]=[CH:62][CH:63]=2)[C@@H:45]([CH2:64][O:65][CH2:66][C:67]2[CH:68]=[CH:69][CH:70]=[CH:71][CH:72]=2)[O:44][C:42]1([C:14]1[CH:13]=[C:12]([CH:16]2[O:20][CH2:19][CH2:18][O:17]2)[C:11]([CH3:21])=[CH:10][C:9]=1[O:8][CH2:1][C:2]1[CH:7]=[CH:6][CH:5]=[CH:4][CH:3]=1)[OH:43])[C:34]1[CH:35]=[CH:36][CH:37]=[CH:38][CH:39]=1. The catalyst class is: 7. (5) Reactant: [NH2:1][C:2]1[CH:27]=[CH:26][C:25]([O:28][CH3:29])=[CH:24][C:3]=1[C:4]([NH:6][CH2:7][CH2:8][N:9]1[CH2:14][CH2:13][CH:12]([O:15][C:16]2[CH:21]=[CH:20][C:19]([Cl:22])=[C:18]([Cl:23])[CH:17]=2)[CH2:11][CH2:10]1)=[O:5].[C:30](Cl)(Cl)=[O:31].C(OCC)(=O)C.C([O-])(O)=O.[Na+]. Product: [Cl:23][C:18]1[CH:17]=[C:16]([CH:21]=[CH:20][C:19]=1[Cl:22])[O:15][CH:12]1[CH2:13][CH2:14][N:9]([CH2:8][CH2:7][N:6]2[C:4](=[O:5])[C:3]3[C:2](=[CH:27][CH:26]=[C:25]([O:28][CH3:29])[CH:24]=3)[NH:1][C:30]2=[O:31])[CH2:10][CH2:11]1. The catalyst class is: 11. (6) The catalyst class is: 55. Product: [F:58][C:2]([F:1])([F:59])[S:3]([O:6][C:7]1[CH:12]=[CH:11][C:10]([C@H:13]2[CH2:14][CH2:15][C@H:16]([N:19]([CH2:51][C:52]3[CH:53]=[CH:54][CH:55]=[CH:56][CH:57]=3)[CH2:20][C@H:21]([OH:50])[CH2:22][O:23][C:24]3[CH:29]=[CH:28][C:27]([O:30][CH2:31][C:32]4[CH:37]=[CH:36][CH:35]=[CH:34][CH:33]=4)=[C:26]([NH:38][S:39]([CH3:42])(=[O:41])=[O:40])[CH:25]=3)[CH2:17][CH2:18]2)=[CH:9][CH:8]=1)(=[O:4])=[O:5]. Reactant: [F:1][C:2]([F:59])([F:58])[S:3]([O:6][C:7]1[CH:12]=[CH:11][C:10]([C@H:13]2[CH2:18][CH2:17][C@H:16]([N:19]([CH2:51][C:52]3[CH:57]=[CH:56][CH:55]=[CH:54][CH:53]=3)[CH2:20][C@H:21]([OH:50])[CH2:22][O:23][C:24]3[CH:29]=[CH:28][C:27]([O:30][CH2:31][C:32]4[CH:37]=[CH:36][CH:35]=[CH:34][CH:33]=4)=[C:26]([N:38](C(OC(C)(C)C)=O)[S:39]([CH3:42])(=[O:41])=[O:40])[CH:25]=3)[CH2:15][CH2:14]2)=[CH:9][CH:8]=1)(=[O:5])=[O:4].ClCCl. (7) Reactant: [Cl:1][C:2]1[C:3]2[CH:10]=[CH:9][NH:8][C:4]=2[N:5]=[CH:6][N:7]=1.O[CH:12]1[CH2:17][CH2:16][N:15]([C:18]([O:20][C:21]([CH3:24])([CH3:23])[CH3:22])=[O:19])[CH2:14][CH2:13]1.C1(P(C2C=CC=CC=2)C2C=CC=CC=2)C=CC=CC=1.N(C(OCC)=O)=NC(OCC)=O. Product: [Cl:1][C:2]1[C:3]2[CH:10]=[CH:9][N:8]([CH:12]3[CH2:17][CH2:16][N:15]([C:18]([O:20][C:21]([CH3:24])([CH3:23])[CH3:22])=[O:19])[CH2:14][CH2:13]3)[C:4]=2[N:5]=[CH:6][N:7]=1. The catalyst class is: 359. (8) Reactant: [CH3:1][C:2]1[C:3]([Cl:25])=[CH:4][C:5]([C:21](=[O:24])[CH2:22][CH3:23])=[C:6]([C:8]2[CH2:9][CH2:10][N:11]([C:14]([O:16][C:17]([CH3:20])([CH3:19])[CH3:18])=[O:15])[CH2:12][CH:13]=2)[CH:7]=1. Product: [CH3:1][C:2]1[C:3]([Cl:25])=[CH:4][C:5]([CH:21]([OH:24])[CH2:22][CH3:23])=[C:6]([CH:8]2[CH2:13][CH2:12][N:11]([C:14]([O:16][C:17]([CH3:19])([CH3:18])[CH3:20])=[O:15])[CH2:10][CH2:9]2)[CH:7]=1. The catalyst class is: 810. (9) Reactant: [Si:1]([O:8][CH2:9][C:10]1[CH:16]=[CH:15][C:13]([NH2:14])=[C:12]([O:17][CH3:18])[CH:11]=1)([C:4]([CH3:7])([CH3:6])[CH3:5])([CH3:3])[CH3:2].[CH3:19][C:20]([O:23][C:24](O[C:24]([O:23][C:20]([CH3:22])([CH3:21])[CH3:19])=[O:25])=[O:25])([CH3:22])[CH3:21].C([O-])(O)=O.[Na+]. Product: [Si:1]([O:8][CH2:9][C:10]1[CH:16]=[CH:15][C:13]([NH:14][C:24](=[O:25])[O:23][C:20]([CH3:22])([CH3:21])[CH3:19])=[C:12]([O:17][CH3:18])[CH:11]=1)([C:4]([CH3:7])([CH3:6])[CH3:5])([CH3:2])[CH3:3]. The catalyst class is: 20.